Dataset: Catalyst prediction with 721,799 reactions and 888 catalyst types from USPTO. Task: Predict which catalyst facilitates the given reaction. (1) Reactant: [NH2:1][C:2]1[CH:3]=[C:4](O)[C:5]2[C:10]([CH:11]=1)=[CH:9][CH:8]=[CH:7][CH:6]=2.[Br:13][C:14]1[C:15]([O:24][CH3:25])=[C:16]([O:22][CH3:23])[CH:17]=[C:18]([CH:21]=1)[CH:19]=O.[C:26](#[N:30])[CH2:27][C:28]#[N:29].C1N2CCN(CC2)C1.C([OH:41])C. Product: [NH2:29][C:28]1[O:41][C:3]2[C:2]([NH2:1])=[CH:11][C:10]3[CH:9]=[CH:8][CH:7]=[CH:6][C:5]=3[C:4]=2[CH:19]([C:18]2[CH:17]=[C:16]([O:22][CH3:23])[C:15]([O:24][CH3:25])=[C:14]([Br:13])[CH:21]=2)[C:27]=1[C:26]#[N:30]. The catalyst class is: 6. (2) Reactant: [CH2:1]([O:3][C:4]1[CH:9]=[CH:8][C:7]([C:10]2[CH:15]=[CH:14][CH:13]=[C:12]([F:16])[C:11]=2[S:17]CCC(OCC)=O)=[C:6](F)[C:5]=1[F:26])[CH3:2].CC(C)([O-])C.[K+].O. Product: [CH2:1]([O:3][C:4]1[CH:9]=[CH:8][C:7]2[C:10]3[CH:15]=[CH:14][CH:13]=[C:12]([F:16])[C:11]=3[S:17][C:6]=2[C:5]=1[F:26])[CH3:2]. The catalyst class is: 1. (3) Reactant: [CH3:1][O:2][C:3](=[O:38])[CH2:4][N:5]([S:27](=[O:37])(=[O:36])[NH:28]C(OC(C)(C)C)=O)[C:6]1[CH:11]=[C:10]([O:12][C:13]2[CH:18]=[CH:17][CH:16]=[CH:15][CH:14]=2)[CH:9]=[CH:8][C:7]=1[O:19][CH2:20][C:21]1[CH:26]=[CH:25][CH:24]=[CH:23][CH:22]=1. Product: [CH3:1][O:2][C:3](=[O:38])[CH2:4][N:5]([S:27](=[O:37])(=[O:36])[NH2:28])[C:6]1[CH:11]=[C:10]([O:12][C:13]2[CH:14]=[CH:15][CH:16]=[CH:17][CH:18]=2)[CH:9]=[CH:8][C:7]=1[O:19][CH2:20][C:21]1[CH:22]=[CH:23][CH:24]=[CH:25][CH:26]=1. The catalyst class is: 617. (4) Reactant: Cl[CH2:2][C:3]1[CH2:8][CH2:7][CH2:6][CH2:5][C:4]=1[C:9]1[CH:14]=[CH:13][CH:12]=[CH:11][CH:10]=1.C(=O)([O-])[O-].[K+].[K+].[OH:21][C:22]1[CH:29]=[CH:28][CH:27]=[C:26]([OH:30])[C:23]=1[CH:24]=[O:25]. Product: [OH:21][C:22]1[CH:29]=[CH:28][CH:27]=[C:26]([O:30][CH2:2][C:3]2[CH2:8][CH2:7][CH2:6][CH2:5][C:4]=2[C:9]2[CH:14]=[CH:13][CH:12]=[CH:11][CH:10]=2)[C:23]=1[CH:24]=[O:25]. The catalyst class is: 23. (5) Reactant: N[C:2]1[CH:3]=[C:4]([OH:12])[CH:5]=[C:6]([C:8]([F:11])([F:10])[F:9])[CH:7]=1.S(=O)(=O)(O)O.N([O-])=O.[Na+].[I-:22].[K+]. Product: [I:22][C:2]1[CH:3]=[C:4]([OH:12])[CH:5]=[C:6]([C:8]([F:11])([F:10])[F:9])[CH:7]=1. The catalyst class is: 6. (6) Reactant: [N:1]1([C:6]2[CH:14]=[CH:13][C:9]([C:10](O)=[O:11])=[CH:8][CH:7]=2)[CH:5]=[N:4][N:3]=[N:2]1.CCN(C(C)C)C(C)C.F[P-](F)(F)(F)(F)F.N1(O[P+](N(C)C)(N(C)C)N(C)C)C2C=CC=CC=2N=N1.Cl.[CH3:52][NH:53][O:54][CH3:55]. Product: [CH3:55][O:54][N:53]([CH3:52])[C:10](=[O:11])[C:9]1[CH:13]=[CH:14][C:6]([N:1]2[CH:5]=[N:4][N:3]=[N:2]2)=[CH:7][CH:8]=1. The catalyst class is: 34.